This data is from Forward reaction prediction with 1.9M reactions from USPTO patents (1976-2016). The task is: Predict the product of the given reaction. (1) Given the reactants [OH:1][C:2]1[CH:3]=[C:4]([C:8]23[CH2:15][CH2:14][C:11]([CH2:16][CH2:17][O:18][CH2:19][C:20]([O:22]C(C)(C)C)=[O:21])([CH2:12][CH2:13]2)[CH2:10][O:9]3)[CH:5]=[CH:6][CH:7]=1.Br[CH2:28][CH:29]1[CH2:34][CH2:33][CH2:32][CH2:31][CH2:30]1, predict the reaction product. The product is: [CH:29]1([CH2:28][O:1][C:2]2[CH:3]=[C:4]([C:8]34[CH2:15][CH2:14][C:11]([CH2:16][CH2:17][O:18][CH2:19][C:20]([OH:22])=[O:21])([CH2:12][CH2:13]3)[CH2:10][O:9]4)[CH:5]=[CH:6][CH:7]=2)[CH2:34][CH2:33][CH2:32][CH2:31][CH2:30]1. (2) Given the reactants [OH:1][CH:2]([C:6]1[CH:7]=[C:8]2[C:25](=[CH:26][CH:27]=1)[C:12]1=[N:13][O:14][C:15]([C:16]3[CH:21]=[CH:20][C:19]([CH2:22][CH2:23][CH3:24])=[CH:18][CH:17]=3)=[C:11]1[CH2:10][CH2:9]2)[C:3](O)=[O:4].[NH2:28][CH2:29][CH2:30][OH:31].CN1CCOCC1.F[P-](F)(F)(F)(F)F.N1(O[P+](N(C)C)(N(C)C)N(C)C)C2C=CC=CC=2N=N1, predict the reaction product. The product is: [OH:1][CH:2]([C:6]1[CH:7]=[C:8]2[C:25](=[CH:26][CH:27]=1)[C:12]1=[N:13][O:14][C:15]([C:16]3[CH:17]=[CH:18][C:19]([CH2:22][CH2:23][CH3:24])=[CH:20][CH:21]=3)=[C:11]1[CH2:10][CH2:9]2)[C:3]([NH:28][CH2:29][CH2:30][OH:31])=[O:4].